This data is from Human Reference Interactome with 51,813 positive PPI pairs across 8,248 proteins, plus equal number of experimentally-validated negative pairs. The task is: Binary Classification. Given two protein amino acid sequences, predict whether they physically interact or not. (1) Protein 1 (ENSG00000110786) has sequence MNYEGARSERENHAADDSEGGALDMCCSERLPGLPQPIVMEALDEAEGLQDSQREMPPPPPPSPPSDPAQKPPPRGAGSHSLTVRSSLCLFAASQFLLACGVLWFSGYGHIWSQNATNLVSSLLTLLKQLEPTAWLDSGTWGVPSLLLVFLSVGLVLVTTLVWHLLRTPPEPPTPLPPEDRRQSVSRQPSFTYSEWMEEKIEDDFLDLDPVPETPVFDCVMDIKPEADPTSLTVKSMGLQERRGSNVSLTLDMCTPGCNEEGFGYLMSPREESAREYLLSASRVLQAEELHEKALDPFLL.... Protein 2 (ENSG00000121073) has sequence MASSSSLVPDRLRLPLCFLGVFVCYFYYGILQEKITRGKYGEGAKQETFTFALTLVFIQCVINAVFAKILIQFFDTARVDRTRSWLYAACSISYLGAMVSSNSALQFVNYPTQVLGKSCKPIPVMLLGVTLLKKKYPLAKYLCVLLIVAGVALFMYKPKKVVGIEEHTVGYGELLLLLSLTLDGLTGVSQDHMRAHYQTGSNHMMLNINLWSTLLLGMGILFTGELWEFLSFAERYPAIIYNILLFGLTSALGQSFIFMTVVYFGPLTCSIITTTRKFFTILASVILFANPISPMQWVGT.... Result: 1 (the proteins interact). (2) Protein 1 (ENSG00000159202) has sequence MAESPTEEAATAGAGAAGPGASSVAGVVGVSGSGGGFGPPFLPDVWAAAAAAGGAGGPGSGLAPLPGLPPSAAAHGAALLSHWDPTLSSDWDGERTAPQCLLRIKRDIMSIYKEPPPGMFVVPDTVDMTKIHALITGPFDTPYEGGFFLFVFRCPPDYPIHPPRVKLMTTGNNTVRFNPNFYRNGKVCLSILGTWTGPAWSPAQSISSVLISIQSLMTENPYHNEPGFEQERHPGDSKNYNECIRHETIRVAVCDMMEGKCPCPEPLRGVMEKSFLEYYDFYEVACKDRLHLQGQTMQDP.... Protein 2 (ENSG00000099246) has sequence MDEDVLTTLKILIIGESGVGKSSLLLRFTDDTFDPELAATIGVDFKVKTISVDGNKAKLAIWDTAGQERFRTLTPSYYRGAQGVILVYDVTRRDTFVKLDNWLNELETYCTRNDIVNMLVGNKIDKENREVDRNEGLKFARKHSMLFIEASAKTCDGVQCAFEELVEKIIQTPGLWESENQNKGVKLSHREEGQGGGACGGYCSVL*MDEDVLTTLKILIIGESGVGKSSLLLRFTDDTFDPELAATIVYDVTRRDTFVKLDNWLNELETYCTRNDIVNMLVGNKIDKENREVDRNEGLK.... Result: 0 (the proteins do not interact). (3) Protein 1 (ENSG00000152503) has sequence MSESGEMSEFGYIMELIAKGKVTIKNIERELICPACKELFTHPLILPCQHSICHKCVKELLLTLDDSFNDVGSDNSNQSSPRLRLPSPSMDKIDRINRPGWKRNSLTPRTTVFPCPGCEHDVDLGERGINGLFRNFTLETIVERYRQAARAATAIMCDLCKPPPQESTKSCMDCSASYCNECFKIHHPWGTIKAQHEYVGPTTNFRPKILMCPEHETERINMYCELCRRPVCHLCKLGGNHANHRVTTMSSAYKTLKEKLSKDIDYLIGKESQVKSQISELNLLMKETECNGERAKEEAI.... Protein 2 (ENSG00000186522) has sequence MASSEVARHLLFQSHMATKTTCMSSQGSDDEQIKRENIRSLTMSGHVGFESLPDQLVNRSIQQGFCFNILCVGETGIGKSTLIDTLFNTNFEDYESSHFCPNVKLKAQTYELQESNVQLKLTIVNTVGFGDQINKEESYQPIVDYIDAQFEAYLQEELKIKRSLFTYHDSRIHVCLYFISPTGHSLKTLDLLTMKNLDSKVNIIPVIAKADTVSKTELQKFKIKLMSELVSNGVQIYQFPTDDDTIAKVNAAMNGQLPFAVVGSMDEVKVGNKMVKARQYPWGVVQVENENHCDFVKLRE.... Result: 0 (the proteins do not interact). (4) Protein 1 (ENSG00000127928) has sequence MPVINIEDLTEKDKLKMEVDQLKKEVTLERMLVSKCCEEVRDYVEERSGEDPLVKGIPEDKNPFKELKGGCVIS*MPVINIEDLTEKDKLKMEVDQLKKEVTLERMLIPARHLQNQSLMDY*. Protein 2 (ENSG00000178096) has sequence MLSGRLVLGLVSMAGRVCLCQGSAGSGAIGPVEAAIRTKLEEALSPEVLELRNESGGHAVPPGSETHFRVAVVSSRFEGLSPLQRHRLVHAALAEELGGPVHALAIQARTPAQWRENSQLDTSPPCLGGNKKTLGTP*. Result: 0 (the proteins do not interact). (5) Protein 1 (ENSG00000157978) has sequence MDALKSAGRALIRSPSLAKQSWGGGGRHRKLPENWTDTRETLLEGMLFSLKYLGMTLVEQPKGEELSAAAIKRIVATAKASGKKLQKVTLKVSPRGIILTDNLTNQLIENVSIYRISYCTADKMHDKVFAYIAQSQHNQSLECHAFLCTKRKMAQAVTLTVAQAFKVAFEFWQVSKEEKEKRDKASQEGGDVLGARQDCTPSLKSLVATGNLLDLEETAKAPLSTVSANTTNMDEVPRPQALSGSSVVWELDDGLDEAFSRLAQSRTNPQVLDTGLTAQDMHYAQCLSPVDWDKPDSSGT.... Protein 2 (ENSG00000214513) has sequence MPSPRPRGSPPPAPSGSRVRPPRSGRSPAPRSPTGPNTPRAPGRFESPFSVEAILARPDPCAPAASQPSGSACVHPAFWTAASLCATGGLPWACPTSWLPAYLSVGFYPVPGPRVAPVCGLLGFGVTGLELAHCSGLWAFPDWAPTEDLQDTERQQKRVRTMFNLEQLEELEKVFAKQHNLVGKKRAQLAARLKLTENQVRVWFQNRRVKYQKQQKLRAAVTSAEAASLDEPSSSSIASIQSDDAESGVDG*. Result: 1 (the proteins interact). (6) Protein 1 (ENSG00000176531) has sequence MGTRSSPEEGTPPPLVPECDVEVQPQGHPEESREQEASEVLAEPSSRGGAEQQAEEEEVGEGSSTESSRDAPEATPPIAMAATPPASTSSREGVRGAARRLQGQQLEALTRVALMEQRVKELQRQRKELRIEMEVEVALLRGELAGERVAARREEEQLRELLEQQAASEQRGRQQREQEQRRLSQERDRLEGLRQRLRKAQGQLDSQPEDQRERLLQGVQEMREQLDVAQRAYEDLEFQQLERESRQEEEDRDSPGPQVPDPKVQELQASMAQHRRGALQHRIRVLEEQLKSLGEQMAAE.... Protein 2 (ENSG00000112531) has sequence MVGEMETKEKPKPTPDYLMQLMNDKKLMSSLPNFCGIFNHLERLLDEEISRVRKDMYNDTLNGSTEKRSAELPDAVGPIVQLQEKLYVPVKEYPDFNFVGRILGPRGLTAKQLEAETGCKIMVRGKGSMRDKKKEEQNRGKPNWEHLNEDLHVLITVEDAQNRAEIKLKRAVEEVKKLLVPAAEGEDSLKKMQLMELAILNGTYRDANIKSPALAFSLAATAQAAPRIITGPAPVLPPAALRTPTPAGPTIMPLIRQIQTAVMPNGTPHPTAAIVPPGPEAGLIYTPYEYPYTLAPATSI.... Result: 0 (the proteins do not interact).